Predict the product of the given reaction. From a dataset of Forward reaction prediction with 1.9M reactions from USPTO patents (1976-2016). (1) The product is: [Cl:10][C:11]1[CH:16]=[CH:15][C:14]([O:17][C:2]2[CH:9]=[CH:8][C:5]([CH:6]=[O:7])=[CH:4][CH:3]=2)=[CH:13][C:12]=1[C:18]([F:19])([F:20])[F:21]. Given the reactants F[C:2]1[CH:9]=[CH:8][C:5]([CH:6]=[O:7])=[CH:4][CH:3]=1.[Cl:10][C:11]1[CH:16]=[CH:15][C:14]([OH:17])=[CH:13][C:12]=1[C:18]([F:21])([F:20])[F:19], predict the reaction product. (2) Given the reactants ON1C2C=CC=CC=2N=N1.Cl.CN(C)CCCN=C=NCC.Cl.[CH3:24][N:25]1[C:30](=[O:31])[CH2:29][NH:28][CH2:27][C:26]1=[O:32].[CH3:33][C:34]1[CH:35]=[CH:36][C:37]([C:40]2[N:44]([C:45]3[CH:46]=[N:47][CH:48]=[CH:49][CH:50]=3)[N:43]=[C:42]([C:51](O)=[O:52])[CH:41]=2)=[N:38][CH:39]=1, predict the reaction product. The product is: [CH3:33][C:34]1[CH:35]=[CH:36][C:37]([C:40]2[N:44]([C:45]3[CH:46]=[N:47][CH:48]=[CH:49][CH:50]=3)[N:43]=[C:42]([C:51]([N:28]3[CH2:29][C:30](=[O:31])[N:25]([CH3:24])[C:26](=[O:32])[CH2:27]3)=[O:52])[CH:41]=2)=[N:38][CH:39]=1. (3) Given the reactants [C:1]1([S:7]([N:10]2[C:14]3=[N:15][C:16]([O:19][CH3:20])=[CH:17][CH:18]=[C:13]3[CH:12]=[C:11]2[C:21](=[O:28])[CH2:22][CH:23]2[CH2:27][CH2:26][CH2:25][CH2:24]2)(=[O:9])=[O:8])[CH:6]=[CH:5][CH:4]=[CH:3][CH:2]=1.C[Si]([N-][Si](C)(C)C)(C)C.[Li+].[C:39]1([CH3:59])[CH:44]=[CH:43][C:42]([S:45](O[S:45]([C:42]2[CH:43]=[CH:44][C:39]([CH3:59])=[CH:40][CH:41]=2)(=[O:47])=[O:46])(=[O:47])=[O:46])=[CH:41][CH:40]=1, predict the reaction product. The product is: [C:1]1([S:7]([N:10]2[C:14]3=[N:15][C:16]([O:19][CH3:20])=[CH:17][CH:18]=[C:13]3[CH:12]=[C:11]2[C:21]([O:28][S:45]([C:42]2[CH:43]=[CH:44][C:39]([CH3:59])=[CH:40][CH:41]=2)(=[O:47])=[O:46])=[CH:22][CH:23]2[CH2:24][CH2:25][CH2:26][CH2:27]2)(=[O:8])=[O:9])[CH:2]=[CH:3][CH:4]=[CH:5][CH:6]=1. (4) Given the reactants Br[C:2]1[CH:3]=[C:4]([N:11]2[CH2:16][CH2:15][O:14][CH2:13][CH2:12]2)[C:5]2[N:6]([CH:8]=[CH:9][N:10]=2)[CH:7]=1.[CH3:17][C:18]1[CH:24]=[CH:23][C:21]([NH2:22])=[CH:20][C:19]=1B1OC(C)(C)C(C)(C)O1.C([O-])([O-])=O.[Na+].[Na+].C(Cl)Cl, predict the reaction product. The product is: [CH3:17][C:18]1[CH:24]=[CH:23][C:21]([NH2:22])=[CH:20][C:19]=1[C:2]1[CH:3]=[C:4]([N:11]2[CH2:16][CH2:15][O:14][CH2:13][CH2:12]2)[C:5]2[N:6]([CH:8]=[CH:9][N:10]=2)[CH:7]=1. (5) Given the reactants S(Cl)([Cl:3])=O.[CH2:5]([O:7][C:8]1[CH:9]=[C:10]([CH:24]=[CH:25][CH:26]=1)[N:11]([CH3:23])[C:12]([C:14]1[CH:22]=[CH:21][CH:20]=[CH:19][C:15]=1[C:16](O)=[O:17])=[O:13])C.C1(C)C=CC=CC=1, predict the reaction product. The product is: [CH3:5][O:7][C:8]1[CH:9]=[C:10]([CH:24]=[CH:25][CH:26]=1)[N:11]([CH3:23])[C:12]([C:14]1[CH:22]=[CH:21][CH:20]=[CH:19][C:15]=1[C:16]([Cl:3])=[O:17])=[O:13]. (6) Given the reactants [CH3:1][N:2]1C[CH2:6][CH2:5][CH2:4][C:3]1=O.Cl.[C:10](=[O:13])([O-])[O-:11].[Na+].[Na+].[Br:16][C:17]1[C:18](F)=[CH:19][CH:20]=[C:21]([CH:24]=1)[CH:22]=[O:23], predict the reaction product. The product is: [Br:16][C:17]1[CH:18]=[CH:19][C:20]([N:2]([CH2:3][CH2:4][CH2:5][CH2:6][C:10]([OH:11])=[O:13])[CH3:1])=[C:21]([CH:22]=[O:23])[CH:24]=1. (7) Given the reactants [H-].[H-].[H-].[H-].[Li+].[Al+3].C([O:9][C:10](=O)[CH2:11][CH2:12][C:13]1[CH:18]=[CH:17][C:16]([C:19]2[CH:24]=[CH:23][C:22]([O:25][CH2:26][CH2:27][CH2:28][CH2:29][CH2:30][CH2:31][CH3:32])=[CH:21][CH:20]=2)=[CH:15][CH:14]=1)C, predict the reaction product. The product is: [CH2:26]([O:25][C:22]1[CH:23]=[CH:24][C:19]([C:16]2[CH:17]=[CH:18][C:13]([CH2:12][CH2:11][CH2:10][OH:9])=[CH:14][CH:15]=2)=[CH:20][CH:21]=1)[CH2:27][CH2:28][CH2:29][CH2:30][CH2:31][CH3:32].